Task: Predict the reactants needed to synthesize the given product.. Dataset: Full USPTO retrosynthesis dataset with 1.9M reactions from patents (1976-2016) Given the product [O:17]1[CH2:18][CH2:19][N:14]([C:4]2[N:5]=[C:6]([N:8]3[CH2:13][CH2:12][O:11][CH2:10][CH2:9]3)[N:7]=[C:2]([C:24]3[CH:25]=[CH:26][C:21]([NH2:20])=[N:22][CH:23]=3)[N:3]=2)[CH2:15][CH2:16]1, predict the reactants needed to synthesize it. The reactants are: Cl[C:2]1[N:7]=[C:6]([N:8]2[CH2:13][CH2:12][O:11][CH2:10][CH2:9]2)[N:5]=[C:4]([N:14]2[CH2:19][CH2:18][O:17][CH2:16][CH2:15]2)[N:3]=1.[NH2:20][C:21]1[CH:26]=[CH:25][C:24](B2OC(C)(C)C(C)(C)O2)=[CH:23][N:22]=1.